Predict the reactants needed to synthesize the given product. From a dataset of Full USPTO retrosynthesis dataset with 1.9M reactions from patents (1976-2016). (1) Given the product [Cl:17][C:4]1[C:3]([CH3:18])=[C:2]([C:24]2[CH:23]=[C:22]([F:29])[N:21]=[C:20]([F:19])[CH:25]=2)[C:7]([C:8]2[CH:13]=[CH:12][CH:11]=[CH:10][CH:9]=2)=[C:6]([C:14](=[O:16])[CH3:15])[CH:5]=1, predict the reactants needed to synthesize it. The reactants are: Br[C:2]1[C:7]([C:8]2[CH:13]=[CH:12][CH:11]=[CH:10][CH:9]=2)=[C:6]([C:14](=[O:16])[CH3:15])[CH:5]=[C:4]([Cl:17])[C:3]=1[CH3:18].[F:19][C:20]1[CH:25]=[C:24](B(O)O)[CH:23]=[C:22]([F:29])[N:21]=1.O.N#N. (2) Given the product [C:1]([C:5]1[CH:9]=[C:8]([NH:10][C:11]([NH:13][C:14]2[C:23]3[C:18](=[CH:19][CH:20]=[CH:21][CH:22]=3)[C:17]([O:24][C:25]3[CH:30]=[CH:29][N:28]=[C:27]([NH:42][CH2:43][CH2:44][CH2:45][OH:46])[N:26]=3)=[CH:16][CH:15]=2)=[O:12])[N:7]([C:32]2[CH:37]=[CH:36][C:35]([P:38]([CH3:41])([CH3:40])=[O:39])=[CH:34][CH:33]=2)[N:6]=1)([CH3:4])([CH3:3])[CH3:2], predict the reactants needed to synthesize it. The reactants are: [C:1]([C:5]1[CH:9]=[C:8]([NH:10][C:11]([NH:13][C:14]2[C:23]3[C:18](=[CH:19][CH:20]=[CH:21][CH:22]=3)[C:17]([O:24][C:25]3[CH:30]=[CH:29][N:28]=[C:27](Cl)[N:26]=3)=[CH:16][CH:15]=2)=[O:12])[N:7]([C:32]2[CH:37]=[CH:36][C:35]([P:38]([CH3:41])([CH3:40])=[O:39])=[CH:34][CH:33]=2)[N:6]=1)([CH3:4])([CH3:3])[CH3:2].[NH2:42][CH2:43][CH2:44][CH2:45][OH:46]. (3) Given the product [O:42]=[S:2]1(=[O:1])[CH2:7][CH2:6][CH:5]([C:8]2[CH:13]=[CH:12][C:11]([C:14]3[C:15]4[CH:22]=[C:21]([O:23][CH2:24][C:25]5[CH:26]=[CH:27][C:28]([C@@H:31]([C:38]#[C:39][CH3:40])[CH2:32][C:33]([OH:35])=[O:34])=[CH:29][CH:30]=5)[CH:20]=[CH:19][C:16]=4[S:17][CH:18]=3)=[C:10]([CH3:41])[CH:9]=2)[CH2:4][CH2:3]1, predict the reactants needed to synthesize it. The reactants are: [O:1]=[S:2]1(=[O:42])[CH2:7][CH2:6][CH:5]([C:8]2[CH:13]=[CH:12][C:11]([C:14]3[C:15]4[CH:22]=[C:21]([O:23][CH2:24][C:25]5[CH:30]=[CH:29][C:28]([C@@H:31]([C:38]#[C:39][CH3:40])[CH2:32][C:33]([O:35]CC)=[O:34])=[CH:27][CH:26]=5)[CH:20]=[CH:19][C:16]=4[S:17][CH:18]=3)=[C:10]([CH3:41])[CH:9]=2)[CH2:4][CH2:3]1.[Li+].[OH-].Cl. (4) Given the product [Cl:47][C:48]1[N:53]=[C:52]([O:54][C:55]2[C:64]3[C:59](=[CH:60][CH:61]=[CH:62][CH:63]=3)[C:58]([NH:65][C:28]([NH:25][C:16]3[N:12]([C:8]4[CH:9]=[CH:10][CH:11]=[C:6]([CH2:5][P:2]([CH3:1])([CH3:4])=[O:3])[CH:7]=4)[N:13]=[C:14]([CH:20]([CH3:21])[CH3:22])[CH:15]=3)=[O:37])=[CH:57][CH:56]=2)[CH:51]=[CH:50][N:49]=1, predict the reactants needed to synthesize it. The reactants are: [CH3:1][P:2]([CH2:5][C:6]1[CH:7]=[C:8]([N:12]2[C:16](C(O)=O)=[CH:15][C:14]([CH:20]([CH3:22])[CH3:21])=[N:13]2)[CH:9]=[CH:10][CH:11]=1)([CH3:4])=[O:3].C([N:25]([CH2:28]C)CC)C.C1C=CC(P(N=[N+]=[N-])(C2C=CC=CC=2)=[O:37])=CC=1.[Cl:47][C:48]1[N:53]=[C:52]([O:54][C:55]2[C:64]3[C:59](=[CH:60][CH:61]=[CH:62][CH:63]=3)[C:58]([NH2:65])=[CH:57][CH:56]=2)[CH:51]=[CH:50][N:49]=1.